Task: Regression. Given a peptide amino acid sequence and an MHC pseudo amino acid sequence, predict their binding affinity value. This is MHC class I binding data.. Dataset: Peptide-MHC class I binding affinity with 185,985 pairs from IEDB/IMGT (1) The peptide sequence is WISHRPVVL. The MHC is HLA-B07:02 with pseudo-sequence HLA-B07:02. The binding affinity (normalized) is 0.180. (2) The peptide sequence is PRRHRILDIYL. The MHC is Mamu-B03 with pseudo-sequence Mamu-B03. The binding affinity (normalized) is 0.446. (3) The peptide sequence is MPKTSRPTAP. The MHC is Mamu-A2201 with pseudo-sequence Mamu-A2201. The binding affinity (normalized) is 0. (4) The peptide sequence is PKEQHKRNY. The MHC is Mamu-B17 with pseudo-sequence Mamu-B17. The binding affinity (normalized) is 0. (5) The peptide sequence is KHDFIDNPL. The MHC is HLA-B44:02 with pseudo-sequence HLA-B44:02. The binding affinity (normalized) is 0.0847.